Dataset: Full USPTO retrosynthesis dataset with 1.9M reactions from patents (1976-2016). Task: Predict the reactants needed to synthesize the given product. Given the product [C:1]([C:5]1[N:10]=[CH:9][C:8]([C:11]2[N:12]([C:32]([N:50]3[CH2:49][CH2:48][N:47]([CH2:46][C:45]([N:42]4[CH2:41][CH2:40][N:39]([CH3:38])[CH2:44][CH2:43]4)=[O:53])[CH2:52][CH2:51]3)=[O:33])[C@@:13]([C:25]3[CH:26]=[CH:27][C:28]([Cl:31])=[CH:29][CH:30]=3)([CH3:24])[C@@:14]([C:17]3[CH:18]=[CH:19][C:20]([Cl:23])=[CH:21][CH:22]=3)([CH3:16])[N:15]=2)=[C:7]([O:35][CH2:36][CH3:37])[CH:6]=1)([CH3:2])([CH3:3])[CH3:4], predict the reactants needed to synthesize it. The reactants are: [C:1]([C:5]1[N:10]=[CH:9][C:8]([C:11]2[N:12]([C:32](Cl)=[O:33])[C@@:13]([C:25]3[CH:30]=[CH:29][C:28]([Cl:31])=[CH:27][CH:26]=3)([CH3:24])[C@@:14]([C:17]3[CH:22]=[CH:21][C:20]([Cl:23])=[CH:19][CH:18]=3)([CH3:16])[N:15]=2)=[C:7]([O:35][CH2:36][CH3:37])[CH:6]=1)([CH3:4])([CH3:3])[CH3:2].[CH3:38][N:39]1[CH2:44][CH2:43][N:42]([C:45](=[O:53])[CH2:46][N:47]2[CH2:52][CH2:51][NH:50][CH2:49][CH2:48]2)[CH2:41][CH2:40]1.